This data is from Full USPTO retrosynthesis dataset with 1.9M reactions from patents (1976-2016). The task is: Predict the reactants needed to synthesize the given product. (1) Given the product [Br:1][C:2]1[CH:6]=[N:5][N:4]([CH3:7])[C:3]=1[C:8]1[CH:9]=[C:10]([NH:23][C:32]([NH:31][C:28]2[CH:29]=[CH:30][C:25]([Cl:24])=[CH:26][CH:27]=2)=[O:33])[CH:11]=[CH:12][C:13]=1[O:14][CH2:15][C:16]1[CH:21]=[CH:20][C:19]([Cl:22])=[CH:18][CH:17]=1, predict the reactants needed to synthesize it. The reactants are: [Br:1][C:2]1[CH:6]=[N:5][N:4]([CH3:7])[C:3]=1[C:8]1[CH:9]=[C:10]([NH2:23])[CH:11]=[CH:12][C:13]=1[O:14][CH2:15][C:16]1[CH:21]=[CH:20][C:19]([Cl:22])=[CH:18][CH:17]=1.[Cl:24][C:25]1[CH:30]=[CH:29][C:28]([N:31]=[C:32]=[O:33])=[CH:27][CH:26]=1. (2) The reactants are: [C:1]([C:3]1[CH:10]=[CH:9][C:6]([C:7]#[N:8])=[CH:5][CH:4]=1)#[CH:2].[Cl:11][C:12]1[CH:17]=[CH:16][C:15](I)=[CH:14][CH:13]=1.N1CCC[C@H]1C(O)=O.O=C1O[C@H]([C@H](CO)O)C(O)=C1O.[N-:39]=[N+:40]=[N-:41].[Na+].[O-]S([O-])(=O)=O.[Na+].[Na+]. Given the product [Cl:11][C:12]1[CH:17]=[CH:16][C:15]([N:39]2[CH:2]=[C:1]([C:3]3[CH:10]=[CH:9][C:6]([C:7]#[N:8])=[CH:5][CH:4]=3)[N:41]=[N:40]2)=[CH:14][CH:13]=1, predict the reactants needed to synthesize it. (3) Given the product [CH3:19][C:20]1[CH:24]=[C:23]([N:25]2[CH2:30][CH2:29][N:28]([C@@H:46]3[CH2:47][NH:43][C@H:44]([C:49]([N:51]4[CH2:55][CH2:54][S:53][CH2:52]4)=[O:50])[CH2:45]3)[CH2:27][CH2:26]2)[N:22]([C:31]2[CH:32]=[CH:33][CH:34]=[CH:35][CH:36]=2)[N:21]=1, predict the reactants needed to synthesize it. The reactants are: C(O[BH-](OC(=O)C)OC(=O)C)(=O)C.[Na+].C(O)(=O)C.[CH3:19][C:20]1[CH:24]=[C:23]([N:25]2[CH2:30][CH2:29][NH:28][CH2:27][CH2:26]2)[N:22]([C:31]2[CH:36]=[CH:35][CH:34]=[CH:33][CH:32]=2)[N:21]=1.CC(C)(OC([N:43]1[CH2:47][C:46](=O)[CH2:45][C@H:44]1[C:49]([N:51]1[CH2:55][CH2:54][S:53][CH2:52]1)=[O:50])=O)C.O. (4) Given the product [CH3:12][O:11][C:3]1[CH:4]=[C:5]([N+:8]([O-:10])=[O:9])[CH:6]=[CH:7][C:2]=1[N:13]1[CH2:18][CH2:17][CH:16]([N:19]2[CH2:24][CH2:23][O:22][CH2:21][CH2:20]2)[CH2:15][CH2:14]1, predict the reactants needed to synthesize it. The reactants are: F[C:2]1[CH:7]=[CH:6][C:5]([N+:8]([O-:10])=[O:9])=[CH:4][C:3]=1[O:11][CH3:12].[NH:13]1[CH2:18][CH2:17][CH:16]([N:19]2[CH2:24][CH2:23][O:22][CH2:21][CH2:20]2)[CH2:15][CH2:14]1.C(=O)([O-])[O-].[K+].[K+]. (5) The reactants are: [Br:1][C:2]1[CH:3]=[C:4]([NH:12][CH:13]([CH3:15])[CH3:14])[C:5]([CH3:11])=[C:6]([CH:10]=1)[C:7]([OH:9])=O.ON1C2N=CC=CC=2N=N1.C(Cl)CCl.CN1CCOCC1.[NH2:37][CH2:38][C:39]1[C:40](=[O:49])[NH:41][C:42]([CH3:48])=[CH:43][C:44]=1[CH2:45][CH2:46][CH3:47]. Given the product [Br:1][C:2]1[CH:3]=[C:4]([NH:12][CH:13]([CH3:15])[CH3:14])[C:5]([CH3:11])=[C:6]([CH:10]=1)[C:7]([NH:37][CH2:38][C:39]1[C:40](=[O:49])[NH:41][C:42]([CH3:48])=[CH:43][C:44]=1[CH2:45][CH2:46][CH3:47])=[O:9], predict the reactants needed to synthesize it.